Dataset: Full USPTO retrosynthesis dataset with 1.9M reactions from patents (1976-2016). Task: Predict the reactants needed to synthesize the given product. Given the product [C:26]1([S:32]([N:35]2[C:39]3=[N:40][CH:41]=[C:42]([CH:44]4[CH2:48][O:47][C:46]([CH3:49])([CH3:50])[O:45]4)[CH:43]=[C:38]3[CH:37]=[C:36]2[C:51](=[O:58])[CH2:52][CH:53]2[CH2:57][CH2:56][CH2:55][CH2:54]2)(=[O:34])=[O:33])[CH:27]=[CH:28][CH:29]=[CH:30][CH:31]=1, predict the reactants needed to synthesize it. The reactants are: CC(OI1(OC(C)=O)(OC(C)=O)OC(=O)C2C=CC=CC1=2)=O.ClCCl.[C:26]1([S:32]([N:35]2[C:39]3=[N:40][CH:41]=[C:42]([CH:44]4[CH2:48][O:47][C:46]([CH3:50])([CH3:49])[O:45]4)[CH:43]=[C:38]3[CH:37]=[C:36]2[CH:51]([OH:58])[CH2:52][CH:53]2[CH2:57][CH2:56][CH2:55][CH2:54]2)(=[O:34])=[O:33])[CH:31]=[CH:30][CH:29]=[CH:28][CH:27]=1.